Predict which catalyst facilitates the given reaction. From a dataset of Catalyst prediction with 721,799 reactions and 888 catalyst types from USPTO. (1) Reactant: [C:1]([C:5]1[CH:10]=[CH:9][C:8]([OH:11])=[C:7]([C:12]([F:15])([F:14])[F:13])[CH:6]=1)([CH3:4])([CH3:3])[CH3:2].[N+:16]([O-])([OH:18])=[O:17].O. Product: [C:1]([C:5]1[CH:10]=[C:9]([N+:16]([O-:18])=[O:17])[C:8]([OH:11])=[C:7]([C:12]([F:13])([F:14])[F:15])[CH:6]=1)([CH3:4])([CH3:2])[CH3:3]. The catalyst class is: 52. (2) Reactant: [NH2:1]/[C:2](=[CH:38]\[C:39](=[O:49])[CH2:40][NH:41][C:42]([O:44][C:45]([CH3:48])([CH3:47])[CH3:46])=[O:43])/[CH2:3][C@@H:4]1[C@H:7]([NH:8][C:9](=[O:36])/[C:10](=[N:24]\[O:25][C:26]([CH3:35])([CH3:34])[C:27]([O:29][C:30]([CH3:33])([CH3:32])[CH3:31])=[O:28])/[C:11]2[N:12]=[C:13]([NH:16][C:17]([O:19][C:20]([CH3:23])([CH3:22])[CH3:21])=[O:18])[S:14][CH:15]=2)[C:6](=[O:37])[NH:5]1.Cl.NO.C(=O)([O-])[O-].[K+].[K+]. Product: [C:45]([O:44][C:42]([NH:41][CH2:40][C:39]1[O:49][N:1]=[C:2]([CH2:3][C@@H:4]2[C@H:7]([NH:8][C:9](=[O:36])/[C:10](=[N:24]\[O:25][C:26]([CH3:34])([CH3:35])[C:27]([O:29][C:30]([CH3:31])([CH3:32])[CH3:33])=[O:28])/[C:11]3[N:12]=[C:13]([NH:16][C:17]([O:19][C:20]([CH3:23])([CH3:22])[CH3:21])=[O:18])[S:14][CH:15]=3)[C:6](=[O:37])[NH:5]2)[CH:38]=1)=[O:43])([CH3:48])([CH3:47])[CH3:46]. The catalyst class is: 8.